This data is from Forward reaction prediction with 1.9M reactions from USPTO patents (1976-2016). The task is: Predict the product of the given reaction. (1) Given the reactants C(OC([N:8]1[CH2:13][CH2:12][N:11]([C:14]2[C:23]([O:24][CH3:25])=[C:22]3[C:17]([C:18](=[O:35])[C:19]([C:29]([O:31][CH2:32][CH:33]=[CH2:34])=[O:30])=[CH:20][N:21]3[CH:26]3[CH2:28][CH2:27]3)=[CH:16][C:15]=2[F:36])[CH2:10][CH:9]1[CH3:37])=O)(C)(C)C.C(Cl)(=O)C, predict the reaction product. The product is: [CH3:37][CH:9]1[NH:8][CH2:13][CH2:12][N:11]([C:14]2[C:23]([O:24][CH3:25])=[C:22]3[C:17]([C:18](=[O:35])[C:19]([C:29]([O:31][CH2:32][CH:33]=[CH2:34])=[O:30])=[CH:20][N:21]3[CH:26]3[CH2:27][CH2:28]3)=[CH:16][C:15]=2[F:36])[CH2:10]1. (2) Given the reactants [Cl:1][C:2]1[C:3]2[C:48]([F:49])=[CH:47][CH:46]=[C:45]([F:50])[C:4]=2[S:5][C:6]=1[C:7]([N:9]([CH2:25][C:26]1[CH:27]=[C:28]([C:34]2[CH:39]=[CH:38][C:37]([CH2:40][S:41]([CH3:44])(=[O:43])=[O:42])=[CH:36][CH:35]=2)[CH:29]=[CH:30][C:31]=1[O:32][CH3:33])[CH:10]1[CH2:15][CH2:14][CH:13]([N:16](C)[C:17](=O)OC(C)(C)C)[CH2:12][CH2:11]1)=[O:8].Cl.CC(OC)(C)C, predict the reaction product. The product is: [ClH:1].[CH3:44][S:41]([CH2:40][C:37]1[CH:38]=[CH:39][C:34]([C:28]2[CH:29]=[CH:30][C:31]([O:32][CH3:33])=[C:26]([CH2:25][N:9]([CH:10]3[CH2:11][CH2:12][CH:13]([NH:16][CH3:17])[CH2:14][CH2:15]3)[C:7]([C:6]3[S:5][C:4]4[C:45]([F:50])=[CH:46][CH:47]=[C:48]([F:49])[C:3]=4[C:2]=3[Cl:1])=[O:8])[CH:27]=2)=[CH:35][CH:36]=1)(=[O:42])=[O:43]. (3) Given the reactants [Br:1][C:2]1[CH:9]=[C:8](F)[C:7]([F:11])=[CH:6][C:3]=1[C:4]#[N:5].Cl.[NH2:13][C@@H:14]([C:19]([NH2:21])=[O:20])[CH2:15][CH:16]([CH3:18])[CH3:17].CCN(C(C)C)C(C)C.O, predict the reaction product. The product is: [Br:1][C:2]1[C:3]([C:4]#[N:5])=[CH:6][C:7]([F:11])=[C:8]([NH:13][C@H:14]([CH2:15][CH:16]([CH3:18])[CH3:17])[C:19]([NH2:21])=[O:20])[CH:9]=1. (4) Given the reactants [CH3:1][CH:2]([CH3:39])[C@H:3]([NH:34][C:35](=[O:38])[O:36][CH3:37])[C:4](=[O:33])[N:5]1[C@H:10]([C:11]2[NH:15][C:14]3[C:16]4[C:21]([CH:22]=[CH:23][C:13]=3[N:12]=2)=[CH:20][C:19](B2OC(C)(C)C(C)(C)O2)=[CH:18][CH:17]=4)[CH2:9][C@@H:8]2[C@H:6]1[CH2:7]2.Br[C:41]1[CH:42]=[C:43]2[C:66](=[CH:67][CH:68]=1)[C:47]1[NH:48][C:49]([C@@H:51]3[CH2:55][C@H:54]([CH2:56][O:57][CH3:58])[CH2:53][N:52]3[C:59]([O:61][C:62]([CH3:65])([CH3:64])[CH3:63])=[O:60])=[N:50][C:46]=1[CH:45]=[CH:44]2.[O-]P([O-])([O-])=O.[K+].[K+].[K+], predict the reaction product. The product is: [CH3:37][O:36][C:35]([NH:34][C@@H:3]([CH:2]([CH3:1])[CH3:39])[C:4]([N:5]1[C@H:10]([C:11]2[NH:15][C:14]3[C:16]4[C:21]([CH:22]=[CH:23][C:13]=3[N:12]=2)=[CH:20][C:19]([C:41]2[CH:42]=[C:43]3[C:66](=[CH:67][CH:68]=2)[C:47]2[NH:48][C:49]([C@@H:51]5[CH2:55][C@H:54]([CH2:56][O:57][CH3:58])[CH2:53][N:52]5[C:59]([O:61][C:62]([CH3:65])([CH3:63])[CH3:64])=[O:60])=[N:50][C:46]=2[CH:45]=[CH:44]3)=[CH:18][CH:17]=4)[CH2:9][C@@H:8]2[C@H:6]1[CH2:7]2)=[O:33])=[O:38]. (5) The product is: [CH2:1]([O:8][C:9]1[CH:14]=[CH:13][C:12]([C:15]2[CH:20]=[CH:19][C:18]([B:28]([OH:31])[OH:29])=[C:17]([F:21])[C:16]=2[F:22])=[CH:11][CH:10]=1)[C:2]1[CH:3]=[CH:4][CH:5]=[CH:6][CH:7]=1. Given the reactants [CH2:1]([O:8][C:9]1[CH:14]=[CH:13][C:12]([C:15]2[CH:20]=[CH:19][CH:18]=[C:17]([F:21])[C:16]=2[F:22])=[CH:11][CH:10]=1)[C:2]1[CH:7]=[CH:6][CH:5]=[CH:4][CH:3]=1.C([Li])CCC.[B:28](OC)([O:31]C)[O:29]C.Cl, predict the reaction product. (6) Given the reactants [F:1][C:2]1[CH:3]=[C:4]([CH:26]=[CH:27][C:28]=1[F:29])[CH2:5][C:6]1[S:7][C:8]2[C:14]([C:15]3[CH:16]=[C:17]([CH:23]=[CH:24][CH:25]=3)[C:18]([O:20]CC)=[O:19])=[CH:13][CH:12]=[CH:11][C:9]=2[CH:10]=1.[F:30][C:31]1[CH:32]=[C:33]([CH:53]=[CH:54][C:55]=1[F:56])[CH2:34][C:35]1[S:36][C:37]2[C:43]([C:44]3[CH:45]=[C:46]([CH:50]=[CH:51][CH:52]=3)[C:47]([OH:49])=O)=[CH:42][CH:41]=[CH:40][C:38]=2[CH:39]=1.Cl.[NH2:58][CH2:59][C:60]([NH2:62])=[O:61], predict the reaction product. The product is: [F:1][C:2]1[CH:3]=[C:4]([CH:26]=[CH:27][C:28]=1[F:29])[CH2:5][C:6]1[S:7][C:8]2[C:14]([C:15]3[CH:16]=[C:17]([CH:23]=[CH:24][CH:25]=3)[C:18]([OH:20])=[O:19])=[CH:13][CH:12]=[CH:11][C:9]=2[CH:10]=1.[NH2:62][C:60](=[O:61])[CH2:59][NH:58][C:47](=[O:49])[C:46]1[CH:50]=[CH:51][CH:52]=[C:44]([C:43]2[C:37]3[S:36][C:35]([CH2:34][C:33]4[CH:53]=[CH:54][C:55]([F:56])=[C:31]([F:30])[CH:32]=4)=[CH:39][C:38]=3[CH:40]=[CH:41][CH:42]=2)[CH:45]=1. (7) Given the reactants [CH2:1]([O:3][C:4]([C@H:6]1[CH2:8][C@@H:7]1[C:9]1[CH:35]=[CH:34][C:12]([O:13][C@H:14]2[C:22]3[C:17](=[C:18]([O:24][C:25]4[CH:33]=[CH:32][C:28]([C:29](O)=[O:30])=[CH:27][CH:26]=4)[CH:19]=[CH:20][C:21]=3[F:23])[CH2:16][CH2:15]2)=[CH:11][CH:10]=1)=[O:5])[CH3:2].Cl.CN.[CH:39]([N:42](CC)C(C)C)(C)C.[B-](F)(F)(F)F.CN(C(ON1N=NC2C1=CC=CC=2)=[N+](C)C)C, predict the reaction product. The product is: [CH2:1]([O:3][C:4]([C@H:6]1[CH2:8][C@@H:7]1[C:9]1[CH:35]=[CH:34][C:12]([O:13][C@H:14]2[C:22]3[C:17](=[C:18]([O:24][C:25]4[CH:33]=[CH:32][C:28]([C:29](=[O:30])[NH:42][CH3:39])=[CH:27][CH:26]=4)[CH:19]=[CH:20][C:21]=3[F:23])[CH2:16][CH2:15]2)=[CH:11][CH:10]=1)=[O:5])[CH3:2].